Task: Predict the reactants needed to synthesize the given product.. Dataset: Full USPTO retrosynthesis dataset with 1.9M reactions from patents (1976-2016) (1) The reactants are: Br[C:2]1[CH:3]=[CH:4][C:5]2[O:10][C:9]([CH3:12])([CH3:11])[C:8](=[O:13])[NH:7][C:6]=2[CH:14]=1.C([O-])(=O)C.[K+].Br[C:21]1[N:22]=[C:23]2[C:29]([C:30](=[O:35])[C:31]([CH3:34])([CH3:33])[CH3:32])=[CH:28][NH:27][C:24]2=[N:25][CH:26]=1.C(=O)([O-])[O-].[K+].[K+].C(=O)(O)[O-].[Na+]. Given the product [CH3:32][C:31]([CH3:34])([CH3:33])[C:30]([C:29]1[C:23]2[C:24](=[N:25][CH:26]=[C:21]([C:2]3[CH:3]=[CH:4][C:5]4[O:10][C:9]([CH3:12])([CH3:11])[C:8](=[O:13])[NH:7][C:6]=4[CH:14]=3)[N:22]=2)[NH:27][CH:28]=1)=[O:35], predict the reactants needed to synthesize it. (2) Given the product [F:32][C@@H:33]1[CH2:37][CH2:36][N:35]([C:38](=[O:42])[C:39]([N:3]([CH3:2])[C:4]23[CH2:10][CH2:9][CH:8]([CH2:11][CH2:12]2)[CH2:7][N:6]2[C:13](=[O:31])[C:14]([O:22][C:23]([C:25]4[CH:30]=[CH:29][CH:28]=[CH:27][CH:26]=4)=[O:24])=[C:15]([C:17]([O:19][CH2:20][CH3:21])=[O:18])[N:16]=[C:5]32)=[O:41])[CH2:34]1, predict the reactants needed to synthesize it. The reactants are: Cl.[CH3:2][NH:3][C:4]12[CH2:12][CH2:11][CH:8]([CH2:9][CH2:10]1)[CH2:7][N:6]1[C:13](=[O:31])[C:14]([O:22][C:23]([C:25]3[CH:30]=[CH:29][CH:28]=[CH:27][CH:26]=3)=[O:24])=[C:15]([C:17]([O:19][CH2:20][CH3:21])=[O:18])[N:16]=[C:5]21.[F:32][C@@H:33]1[CH2:37][CH2:36][N:35]([C:38](=[O:42])[C:39]([OH:41])=O)[CH2:34]1.C(N(C(C)C)CC)(C)C.F[P-](F)(F)(F)(F)F.N1(OC(N(C)C)=[N+](C)C)C2N=CC=CC=2N=N1. (3) Given the product [Br:1][C:2]1[CH:10]=[C:9]2[C:5]([CH:6]=[C:7]([CH2:11][OH:12])[NH:8]2)=[CH:4][CH:3]=1, predict the reactants needed to synthesize it. The reactants are: [Br:1][C:2]1[CH:10]=[C:9]2[C:5]([CH:6]=[C:7]([C:11](O)=[O:12])[NH:8]2)=[CH:4][CH:3]=1.[H-].[Al+3].[Li+].[H-].[H-].[H-]. (4) Given the product [CH3:26][CH:6]1[CH2:5][C@H:4]2[C@H:8]([CH2:9][N:10]([C:11]([C:13]3[N:14]=[C:15]([CH3:25])[S:16][C:17]=3[C:18]3[CH:19]=[C:20]([CH3:24])[CH:21]=[CH:22][CH:23]=3)=[O:12])[C@@H:3]2[CH2:2][NH:1][C:35]([C:33]2[CH:32]=[CH:31][CH:30]=[C:29]([O:28][CH3:27])[N:34]=2)=[O:36])[CH2:7]1, predict the reactants needed to synthesize it. The reactants are: [NH2:1][CH2:2][C@H:3]1[N:10]([C:11]([C:13]2[N:14]=[C:15]([CH3:25])[S:16][C:17]=2[C:18]2[CH:19]=[C:20]([CH3:24])[CH:21]=[CH:22][CH:23]=2)=[O:12])[CH2:9][C@H:8]2[C@@H:4]1[CH2:5][CH:6]([CH3:26])[CH2:7]2.[CH3:27][O:28][C:29]1[N:34]=[C:33]([C:35](O)=[O:36])[CH:32]=[CH:31][CH:30]=1. (5) Given the product [C:1]([O:5][CH:6]([C:12]1[C:21]([CH3:22])=[CH:20][C:19]2[C:14](=[CH:15][C:16]([C:23]#[C:24][C:25]([OH:28])([CH3:27])[CH3:26])=[CH:17][CH:18]=2)[C:13]=1[C:29]1[CH:30]=[CH:31][C:32]([Cl:35])=[CH:33][CH:34]=1)[C:7]([OH:9])=[O:8])([CH3:2])([CH3:3])[CH3:4], predict the reactants needed to synthesize it. The reactants are: [C:1]([O:5][CH:6]([C:12]1[C:21]([CH3:22])=[CH:20][C:19]2[C:14](=[CH:15][C:16]([C:23]#[C:24][C:25]([OH:28])([CH3:27])[CH3:26])=[CH:17][CH:18]=2)[C:13]=1[C:29]1[CH:34]=[CH:33][C:32]([Cl:35])=[CH:31][CH:30]=1)[C:7]([O:9]CC)=[O:8])([CH3:4])([CH3:3])[CH3:2].BrC1C=C2C(C=C(C)C(C(OC(C)(C)C)C(OCC)=O)=C2C2C=CC(Cl)=CC=2)=CC=1.CC(O)(C#C)C.CCN(CC)CC.[NH4+].[Cl-]. (6) Given the product [I:8][C:6]1[C:5]([CH3:9])=[CH:4][N:3]=[C:2]([NH:20][C:19]2[CH:18]=[CH:17][C:16]([N:13]3[CH2:14][CH2:15][O:10][CH2:11][CH2:12]3)=[CH:22][CH:21]=2)[CH:7]=1, predict the reactants needed to synthesize it. The reactants are: F[C:2]1[CH:7]=[C:6]([I:8])[C:5]([CH3:9])=[CH:4][N:3]=1.[O:10]1[CH2:15][CH2:14][N:13]([C:16]2[CH:22]=[CH:21][C:19]([NH2:20])=[CH:18][CH:17]=2)[CH2:12][CH2:11]1.Cl.O1CCOCC1.